From a dataset of Full USPTO retrosynthesis dataset with 1.9M reactions from patents (1976-2016). Predict the reactants needed to synthesize the given product. (1) The reactants are: C([O:8][C:9]1[CH:14]=[CH:13][C:12]([C:15]([C:17]2[C:22]([CH3:23])=[CH:21][C:20]([O:24][CH3:25])=[CH:19][C:18]=2[O:26][CH2:27][O:28][CH3:29])=[O:16])=[CH:11][CH:10]=1)C1C=CC=CC=1. Given the product [OH:8][C:9]1[CH:14]=[CH:13][C:12]([C:15]([C:17]2[C:22]([CH3:23])=[CH:21][C:20]([O:24][CH3:25])=[CH:19][C:18]=2[O:26][CH2:27][O:28][CH3:29])=[O:16])=[CH:11][CH:10]=1, predict the reactants needed to synthesize it. (2) Given the product [C:44]1([C@@H:42]2[O:41][N:40]=[C:39]([C:37]3[N:19]=[C:18]([CH:15]4[CH2:14][CH2:13][N:12]([C:10]5([NH:9][CH:3]=[O:51])[CH:26]=[C:21]([CH3:27])[CH:22]=[CH:23][CH:24]5[CH3:25])[CH2:17][CH2:16]4)[S:20][CH:36]=3)[CH2:43]2)[CH:49]=[CH:48][CH:47]=[CH:46][CH:45]=1, predict the reactants needed to synthesize it. The reactants are: CC1C=CC(C)=C[C:3]=1[NH:9][C:10]([N:12]1[CH2:17][CH2:16][CH:15]([C:18](=[S:20])[NH2:19])[CH2:14][CH2:13]1)=O.[C:21]1([CH:27]2ON=C(C(O)=O)C2)[CH:26]=[CH:25][CH:24]=[CH:23][CH:22]=1.Br[CH2:36][C:37]([C:39]1[CH2:43][C@H:42]([C:44]2[CH:49]=[CH:48][CH:47]=[CH:46][CH:45]=2)[O:41][N:40]=1)=O.C(=O)(O)[O-:51].[Na+].